This data is from Reaction yield outcomes from USPTO patents with 853,638 reactions. The task is: Predict the reaction yield, written as a fraction of the theoretical maximum amount of product (1.0 means a 100% yield; for example, 0.34 means a 34% yield). (1) The reactants are [CH3:1][O:2][C:3]1[CH:11]=[C:10]2[C:6]([CH2:7][N:8]([CH3:13])[C:9]2=[O:12])=[CH:5][C:4]=1[N+:14]([O-])=O.O.O.Cl[Sn]Cl.C(Cl)Cl.[OH-].[Na+]. The catalyst is C(O)C.O. The product is [NH2:14][C:4]1[CH:5]=[C:6]2[C:10](=[CH:11][C:3]=1[O:2][CH3:1])[C:9](=[O:12])[N:8]([CH3:13])[CH2:7]2. The yield is 0.710. (2) The reactants are [CH2:1]([O:8][N:9]=[C:10]1[C:18]2([CH2:23][CH2:22][CH2:21][CH2:20][CH2:19]2)[C:17]2[C:12](=[CH:13][CH:14]=[C:15](Br)[CH:16]=2)[NH:11]1)[C:2]1[CH:7]=[CH:6][CH:5]=[CH:4][CH:3]=1.[N+:25]([C:28]1[CH:29]=[C:30](B(O)O)[CH:31]=[CH:32][CH:33]=1)([O-:27])=[O:26]. No catalyst specified. The product is [CH2:1]([O:8][N:9]=[C:10]1[C:18]2([CH2:23][CH2:22][CH2:21][CH2:20][CH2:19]2)[C:17]2[C:12](=[CH:13][CH:14]=[C:15]([C:32]3[CH:31]=[CH:30][CH:29]=[C:28]([N+:25]([O-:27])=[O:26])[CH:33]=3)[CH:16]=2)[NH:11]1)[C:2]1[CH:7]=[CH:6][CH:5]=[CH:4][CH:3]=1. The yield is 0.550. (3) The reactants are [OH:1][C:2]1[C:7]([NH:8]/[N:9]=[C:10]2/[C:11]([CH3:25])=[N:12][N:13]([C:16]3[CH:17]=[C:18]4[C:22](=[CH:23][CH:24]=3)[CH2:21][CH2:20][CH2:19]4)[C:14]/2=[O:15])=[CH:6][CH:5]=[CH:4][C:3]=1[C:26]1[O:30][C:29]([C:31]([OH:33])=[O:32])=[CH:28][CH:27]=1.C(CN)O.C(CN)O.OC1C(N/N=[C:51]2/C(C)=N[N:54]([C:57]3C=C4C(=C[CH:65]=3)CCC4)[C:55]/2=O)=CC=CC=1C1OC(C(O)=O)=CC=1.C(NCC)C.C(NCC)C.OC1C(N/N=C2/C(C)=NN(C3C=CC4CCCCC=4C=3)C/2=O)=CC=CC=1C1OC(C(O)=O)=CC=1. The catalyst is O1CCCC1. The product is [CH2:14]([NH:13][CH2:16][CH3:24])[CH3:10].[CH2:55]([NH:54][CH2:57][CH3:65])[CH3:51].[OH:1][C:2]1[C:7]([NH:8]/[N:9]=[C:10]2/[C:11]([CH3:25])=[N:12][N:13]([C:16]3[CH:17]=[C:18]4[C:22](=[CH:23][CH:24]=3)[CH2:21][CH2:20][CH2:19]4)[C:14]/2=[O:15])=[CH:6][CH:5]=[CH:4][C:3]=1[C:26]1[O:30][C:29]([C:31]([OH:33])=[O:32])=[CH:28][CH:27]=1. The yield is 0.819. (4) The reactants are [Br:1][C:2]1[CH:3]=[C:4]([CH2:8][C:9]([OH:11])=[O:10])[CH:5]=[CH:6][CH:7]=1.OS(O)(=O)=O.[CH3:17]O. No catalyst specified. The product is [Br:1][C:2]1[CH:3]=[C:4]([CH2:8][C:9]([O:11][CH3:17])=[O:10])[CH:5]=[CH:6][CH:7]=1. The yield is 0.690.